This data is from Catalyst prediction with 721,799 reactions and 888 catalyst types from USPTO. The task is: Predict which catalyst facilitates the given reaction. Reactant: [CH3:1][O:2][C:3]1[CH:35]=[C:34]([O:36][CH3:37])[CH:33]=[CH:32][C:4]=1[CH2:5][N:6]1[C:11]([C:12]2[CH:13]=[C:14]3[C:18](=[CH:19][CH:20]=2)[N:17]([CH3:21])[C:16]([CH2:22][CH2:23][OH:24])=[CH:15]3)=[C:10]([CH2:25][CH3:26])[CH:9]=[C:8]([C:27]([O:29][CH3:30])=[O:28])[C:7]1=[O:31].CCN(CC)CC.[CH3:45][S:46](Cl)(=[O:48])=[O:47]. Product: [CH3:1][O:2][C:3]1[CH:35]=[C:34]([O:36][CH3:37])[CH:33]=[CH:32][C:4]=1[CH2:5][N:6]1[C:11]([C:12]2[CH:13]=[C:14]3[C:18](=[CH:19][CH:20]=2)[N:17]([CH3:21])[C:16]([CH2:22][CH2:23][O:24][S:46]([CH3:45])(=[O:48])=[O:47])=[CH:15]3)=[C:10]([CH2:25][CH3:26])[CH:9]=[C:8]([C:27]([O:29][CH3:30])=[O:28])[C:7]1=[O:31]. The catalyst class is: 2.